Dataset: Full USPTO retrosynthesis dataset with 1.9M reactions from patents (1976-2016). Task: Predict the reactants needed to synthesize the given product. (1) The reactants are: [C:1]([C:3]1[CH:4]=[C:5]([CH:9]=[CH:10][C:11]=1[O:12][CH:13]([CH3:15])[CH3:14])[C:6](Cl)=[O:7])#[N:2].O[NH:17][C:18](=[NH:38])[C:19]1[CH:36]=[CH:35][C:22]2[CH2:23][CH2:24][N:25]([C:28]([O:30][C:31]([CH3:34])([CH3:33])[CH3:32])=[O:29])[CH2:26][CH2:27][C:21]=2[C:20]=1[CH3:37]. Given the product [C:1]([C:3]1[CH:4]=[C:5]([C:6]2[O:7][N:17]=[C:18]([C:19]3[CH:36]=[CH:35][C:22]4[CH2:23][CH2:24][N:25]([C:28]([O:30][C:31]([CH3:32])([CH3:33])[CH3:34])=[O:29])[CH2:26][CH2:27][C:21]=4[C:20]=3[CH3:37])[N:38]=2)[CH:9]=[CH:10][C:11]=1[O:12][CH:13]([CH3:15])[CH3:14])#[N:2], predict the reactants needed to synthesize it. (2) Given the product [CH2:12]([O:19][C:20]1[C:25]([C:26]([O:28][CH3:29])=[O:27])=[CH:24][C:23]([Br:1])=[C:22]([C:30]2[CH:35]=[CH:34][C:33]([F:36])=[CH:32][C:31]=2[F:37])[CH:21]=1)[C:13]1[CH:14]=[CH:15][CH:16]=[CH:17][CH:18]=1, predict the reactants needed to synthesize it. The reactants are: [Br:1]N1C(=O)NC(=O)N(Br)C1=O.[CH2:12]([O:19][C:20]1[CH:21]=[C:22]([C:30]2[CH:35]=[CH:34][C:33]([F:36])=[CH:32][C:31]=2[F:37])[CH:23]=[CH:24][C:25]=1[C:26]([O:28][CH3:29])=[O:27])[C:13]1[CH:18]=[CH:17][CH:16]=[CH:15][CH:14]=1.O. (3) Given the product [CH:9]([N:12]1[C:16]([Sn:21]([CH2:22][CH2:23][CH2:24][CH3:25])([CH2:26][CH2:27][CH2:28][CH3:29])[CH2:17][CH2:18][CH2:19][CH3:20])=[CH:15][CH:14]=[N:13]1)([CH3:11])[CH3:10], predict the reactants needed to synthesize it. The reactants are: [Li+].CC([N-]C(C)C)C.[CH:9]([N:12]1[CH:16]=[CH:15][CH:14]=[N:13]1)([CH3:11])[CH3:10].[CH2:17]([Sn:21](Cl)([CH2:26][CH2:27][CH2:28][CH3:29])[CH2:22][CH2:23][CH2:24][CH3:25])[CH2:18][CH2:19][CH3:20]. (4) Given the product [Cl:1][C:2]1[CH:3]=[CH:4][C:5]([O:15][CH3:18])=[C:6]([C:8]2[CH:11]=[N:16][NH:17][C:9]=2[NH2:10])[CH:7]=1, predict the reactants needed to synthesize it. The reactants are: [Cl:1][C:2]1[CH:3]=[CH:4][C:5](OC)=[C:6]([CH:8]([CH:11]=O)[C:9]#[N:10])[CH:7]=1.[OH2:15].[NH2:16][NH2:17].[C:18](O)(=O)C. (5) Given the product [NH2:46][C:23]1[N:22]=[CH:21][C:18]2[C:19](=[O:20])[N:13]([C:6]3[CH:7]=[CH:8][CH:9]=[C:10]4[C:5]=3[N:4]=[CH:3][N:2]([CH3:1])[C:11]4=[O:12])[CH2:14][C@@H:15]3[CH2:29][CH2:28][CH2:27][N:16]3[C:17]=2[N:24]=1, predict the reactants needed to synthesize it. The reactants are: [CH3:1][N:2]1[C:11](=[O:12])[C:10]2[C:5](=[C:6]([N:13]3[C:19](=[O:20])[C:18]4[CH:21]=[N:22][C:23](SC)=[N:24][C:17]=4[N:16]4[CH2:27][CH2:28][CH2:29][C@H:15]4[CH2:14]3)[CH:7]=[CH:8][CH:9]=2)[N:4]=[CH:3]1.C1C=C(Cl)C=C(C(OO)=O)C=1.C(Cl)(Cl)Cl.O.[NH3:46].